Task: Predict the reaction yield, written as a fraction of the theoretical maximum amount of product (1.0 means a 100% yield; for example, 0.34 means a 34% yield).. Dataset: Reaction yield outcomes from USPTO patents with 853,638 reactions The reactants are Cl[C:2]1[C:3]2[S:10][C:9]([C:11]([NH2:13])=[O:12])=[CH:8][C:4]=2[N:5]=[CH:6][N:7]=1.[CH2:14]([NH2:16])[CH3:15]. The catalyst is O.CC#N. The product is [CH2:14]([NH:16][C:2]1[C:3]2[S:10][C:9]([C:11]([NH2:13])=[O:12])=[CH:8][C:4]=2[N:5]=[CH:6][N:7]=1)[CH3:15]. The yield is 0.930.